This data is from Catalyst prediction with 721,799 reactions and 888 catalyst types from USPTO. The task is: Predict which catalyst facilitates the given reaction. (1) Product: [CH3:81][N:72]([C:66]1[CH:67]=[CH:68][CH:69]=[C:70]2[C:65]=1[NH:64][C:63]([C:61]1[S:43][C:44]([CH3:82])([CH2:45][N:46]3[CH2:51][CH2:50][NH:49][CH2:48][CH2:47]3)[CH2:59][N:60]=1)=[CH:71]2)[S:73]([C:76]1[S:77][CH:78]=[CH:79][CH:80]=1)(=[O:75])=[O:74]. The catalyst class is: 10. Reactant: C1(P(=O)(C2C=CC=CC=2)C2C=CC=CC=2)C=CC=CC=1.FC(F)(F)S(OS(C(F)(F)F)(=O)=O)(=O)=O.C([S:43][C:44]([CH3:82])([CH2:59][NH:60][C:61]([C:63]1[NH:64][C:65]2[C:70]([CH:71]=1)=[CH:69][CH:68]=[CH:67][C:66]=2[N:72]([CH3:81])[S:73]([C:76]1[S:77][CH:78]=[CH:79][CH:80]=1)(=[O:75])=[O:74])=O)[CH2:45][N:46]1[CH2:51][CH2:50][N:49](C(OC(C)(C)C)=O)[CH2:48][CH2:47]1)C1C=CC=CC=1.C(=O)([O-])O.[Na+]. (2) Reactant: [H-].[Na+].[CH:3]1([N:8]2[CH2:13][CH2:12][CH:11]([OH:14])[CH2:10][CH2:9]2)[CH2:7][CH2:6][CH2:5][CH2:4]1.CN(C=O)C.F[C:21]1[CH:26]=[CH:25][C:24]([C:27]2[CH:32]=[CH:31][C:30]([C:33]#[N:34])=[CH:29][CH:28]=2)=[CH:23][N:22]=1. Product: [CH:3]1([N:8]2[CH2:9][CH2:10][CH:11]([O:14][C:21]3[CH:26]=[CH:25][C:24]([C:27]4[CH:32]=[CH:31][C:30]([C:33]#[N:34])=[CH:29][CH:28]=4)=[CH:23][N:22]=3)[CH2:12][CH2:13]2)[CH2:7][CH2:6][CH2:5][CH2:4]1. The catalyst class is: 6. (3) Reactant: [C:1]([C:3]1([C:9]([O:11][C:12]([CH3:15])([CH3:14])[CH3:13])=[O:10])[CH2:8][CH2:7][O:6][CH2:5][CH2:4]1)#[N:2]. Product: [NH2:2][CH2:1][C:3]1([C:9]([O:11][C:12]([CH3:15])([CH3:14])[CH3:13])=[O:10])[CH2:8][CH2:7][O:6][CH2:5][CH2:4]1. The catalyst class is: 94. (4) Reactant: [NH2:1][C:2]1[C:10]([F:11])=[CH:9][C:8]([C:12]2[CH:13]=[C:14]3[C:20]([C:21]4[CH:26]=[CH:25][CH:24]=[CH:23][C:22]=4[O:27][CH3:28])=[N:19][N:18](COCC[Si](C)(C)C)[C:15]3=[N:16][CH:17]=2)=[CH:7][C:3]=1[C:4]([OH:6])=[O:5].Cl(O)(=O)(=O)=O. The catalyst class is: 86. Product: [NH2:1][C:2]1[C:10]([F:11])=[CH:9][C:8]([C:12]2[CH:13]=[C:14]3[C:20]([C:21]4[CH:26]=[CH:25][CH:24]=[CH:23][C:22]=4[O:27][CH3:28])=[N:19][NH:18][C:15]3=[N:16][CH:17]=2)=[CH:7][C:3]=1[C:4]([OH:6])=[O:5]. (5) Reactant: N#N.[CH3:3][O:4][CH2:5][CH2:6][O:7][CH2:8][O:9][CH2:10][CH2:11][O:12][C:13]1[CH:18]=[CH:17][C:16]([N+:19]([O-])=O)=[CH:15][CH:14]=1. Product: [CH3:3][O:4][CH2:5][CH2:6][O:7][CH2:8][O:9][CH2:10][CH2:11][O:12][C:13]1[CH:14]=[CH:15][C:16]([NH2:19])=[CH:17][CH:18]=1. The catalyst class is: 19. (6) Reactant: Cl[C:2]1[N:7]=[C:6]([C:8]([F:11])([F:10])[F:9])[CH:5]=[CH:4][N:3]=1.CS(O)(=O)=O.[Br:17][C:18]1[CH:19]=[C:20]([CH:22]=[C:23]([CH3:25])[CH:24]=1)[NH2:21]. Product: [Br:17][C:18]1[CH:19]=[C:20]([NH:21][C:2]2[N:7]=[C:6]([C:8]([F:11])([F:10])[F:9])[CH:5]=[CH:4][N:3]=2)[CH:22]=[C:23]([CH3:25])[CH:24]=1. The catalyst class is: 12. (7) Reactant: FC(F)(F)C(O)=O.COC1C=CC([CH2:14][N:15](C)[C:16]2[CH:25]=[C:24]3[C:19]([CH:20]=[C:21]([C:28]4[CH:33]=[C:32]([NH2:34])[CH:31]=[CH:30][C:29]=4[Cl:35])[C:22](=[O:27])[N:23]3[CH3:26])=[CH:18][N:17]=2)=CC=1. Product: [NH2:34][C:32]1[CH:31]=[CH:30][C:29]([Cl:35])=[C:28]([C:21]2[C:22](=[O:27])[N:23]([CH3:26])[C:24]3[C:19]([CH:20]=2)=[CH:18][N:17]=[C:16]([NH:15][CH3:14])[CH:25]=3)[CH:33]=1. The catalyst class is: 2.